This data is from Forward reaction prediction with 1.9M reactions from USPTO patents (1976-2016). The task is: Predict the product of the given reaction. Given the reactants C1(CCN2C3C(=CC=CC=3)C(=O)C2=O)CC1.[Br:17][C:18]1[CH:26]=[CH:25][CH:24]=[C:23]2[C:19]=1[C:20](=[O:34])[C:21](=[O:33])[N:22]2[CH2:27][C:28]([O:30][CH2:31][CH3:32])=[O:29].O1C2C=CC(O)=CC=2OC1.[O:45]1[C:49]2[CH:50]=[C:51]([OH:54])[CH:52]=[CH:53][C:48]=2[CH2:47][CH2:46]1, predict the reaction product. The product is: [CH2:31]([O:30][C:28](=[O:29])[CH2:27][N:22]1[C:23]2[C:19](=[C:18]([Br:17])[CH:26]=[CH:25][CH:24]=2)[C:20]([OH:34])([C:52]2[C:51]([OH:54])=[CH:50][C:49]3[O:45][CH2:46][CH2:47][C:48]=3[CH:53]=2)[C:21]1=[O:33])[CH3:32].